This data is from Full USPTO retrosynthesis dataset with 1.9M reactions from patents (1976-2016). The task is: Predict the reactants needed to synthesize the given product. (1) Given the product [F:1][C:2]1[CH:3]=[C:4]([CH:14]=[C:15]([F:17])[CH:16]=1)[CH2:5][NH:6][C:7](=[O:13])[CH:8]([CH2:12][CH3:18])[C:9]([OH:11])=[O:10], predict the reactants needed to synthesize it. The reactants are: [F:1][C:2]1[CH:3]=[C:4]([CH:14]=[C:15]([F:17])[CH:16]=1)[CH2:5][NH:6][C:7](=[O:13])[CH:8]([CH3:12])[C:9]([OH:11])=[O:10].[CH2:18](C(C(OCC)=O)C(OCC)=O)C. (2) The reactants are: [N+:1]([C:4]1[C:5]([NH2:14])=[N:6][CH:7]=[C:8]([C:10]([F:13])([F:12])[F:11])[CH:9]=1)([O-])=O.O.O.[Sn](Cl)Cl.CN(C=O)C.C([O-])(O)=O.[Na+]. Given the product [F:13][C:10]([F:11])([F:12])[C:8]1[CH:9]=[C:4]([NH2:1])[C:5]([NH2:14])=[N:6][CH:7]=1, predict the reactants needed to synthesize it. (3) The reactants are: [F:1][C:2]([F:24])([F:23])[C@@H:3]1[CH2:8][CH2:7][C@H:6]([O:9][C:10]2[CH:11]=[C:12]3[C:17](=[CH:18][CH:19]=2)[CH:16]=[C:15]([C:20](=[O:22])[CH3:21])[CH:14]=[CH:13]3)[CH2:5][CH2:4]1.C1C(=O)N([I:32])C(=O)C1.C(O)(C(F)(F)F)=O. Given the product [I:32][C:11]1[C:10]([O:9][C@H:6]2[CH2:7][CH2:8][C@@H:3]([C:2]([F:23])([F:24])[F:1])[CH2:4][CH2:5]2)=[CH:19][CH:18]=[C:17]2[C:12]=1[CH:13]=[CH:14][C:15]([C:20](=[O:22])[CH3:21])=[CH:16]2, predict the reactants needed to synthesize it. (4) Given the product [NH2:1][C:2]1[N:7]=[CH:6][N:5]=[C:4]2[N:8]([C@@H:25]3[CH2:30][CH2:29][CH2:28][N:27]([C:31]([C:32](=[CH:39][CH:36]4[CH2:38][CH2:37]4)[C:33]#[N:34])=[O:35])[CH2:26]3)[N:9]=[C:10]([C:11]3[CH:16]=[CH:15][C:14]([O:17][C:18]4[CH:23]=[CH:22][CH:21]=[C:20]([F:24])[CH:19]=4)=[CH:13][CH:12]=3)[C:3]=12, predict the reactants needed to synthesize it. The reactants are: [NH2:1][C:2]1[N:7]=[CH:6][N:5]=[C:4]2[N:8]([C@@H:25]3[CH2:30][CH2:29][CH2:28][N:27]([C:31](=[O:35])[CH2:32][C:33]#[N:34])[CH2:26]3)[N:9]=[C:10]([C:11]3[CH:16]=[CH:15][C:14]([O:17][C:18]4[CH:23]=[CH:22][CH:21]=[C:20]([F:24])[CH:19]=4)=[CH:13][CH:12]=3)[C:3]=12.[CH:36]1([CH:39]=O)[CH2:38][CH2:37]1.N1CCCCC1.ClCCl. (5) Given the product [N:3]1([C:16]2[C:25]3[C:20](=[CH:21][CH:22]=[CH:23][CH:24]=3)[C:19]([C:26]#[N:27])=[CH:18][CH:17]=2)[CH2:8][CH2:7][CH2:6][CH2:5][NH:4]1, predict the reactants needed to synthesize it. The reactants are: Cl.Cl.[NH:3]1[CH2:8][CH2:7][CH2:6][CH2:5][NH:4]1.C(=O)([O-])[O-].[Cs+].[Cs+].F[C:16]1[C:25]2[C:20](=[CH:21][CH:22]=[CH:23][CH:24]=2)[C:19]([C:26]#[N:27])=[CH:18][CH:17]=1.